This data is from Forward reaction prediction with 1.9M reactions from USPTO patents (1976-2016). The task is: Predict the product of the given reaction. (1) The product is: [O:14]1[CH:18]=[CH:17][CH:16]=[C:15]1[CH:19]([C:7]1[CH:12]=[CH:11][CH:10]=[C:9]([CH3:13])[N:8]=1)[OH:20]. Given the reactants C([Li])CCC.Br[C:7]1[CH:12]=[CH:11][CH:10]=[C:9]([CH3:13])[N:8]=1.[O:14]1[CH:18]=[CH:17][CH:16]=[C:15]1[CH:19]=[O:20], predict the reaction product. (2) Given the reactants Cl[C:2]1[CH:7]=[CH:6][N:5]=[C:4]([NH:8][C:9]2[N:14]=[C:13]([C:15]3[S:19][C:18]([C:20]4([OH:34])[CH2:29][CH2:28][CH2:27][C:26]5[CH:25]=[C:24]([C:30]([O:32][CH3:33])=[O:31])[CH:23]=[CH:22][C:21]4=5)=[N:17][CH:16]=3)[CH:12]=[C:11]([CH3:35])[CH:10]=2)[CH:3]=1.CC1(C)C(C)(C)OB([C:44]2[CH:45]=[N:46][N:47](C(OC(C)(C)C)=O)[CH:48]=2)O1.C(=O)([O-])[O-].[Na+].[Na+], predict the reaction product. The product is: [NH:46]1[CH:45]=[C:44]([C:2]2[CH:7]=[CH:6][N:5]=[C:4]([NH:8][C:9]3[N:14]=[C:13]([C:15]4[S:19][C:18]([C:20]5([OH:34])[CH2:29][CH2:28][CH2:27][C:26]6[CH:25]=[C:24]([C:30]([O:32][CH3:33])=[O:31])[CH:23]=[CH:22][C:21]5=6)=[N:17][CH:16]=4)[CH:12]=[C:11]([CH3:35])[CH:10]=3)[CH:3]=2)[CH:48]=[N:47]1. (3) Given the reactants [H-].[Na+].[I:3][C:4]1[CH:5]=[C:6]2[C:10](=[CH:11][CH:12]=1)[NH:9][C:8](=[O:13])[C:7]2=[O:14].I[CH2:16][CH2:17][CH2:18][CH2:19][CH2:20][CH3:21], predict the reaction product. The product is: [I:3][C:4]1[CH:5]=[C:6]2[C:10](=[CH:11][CH:12]=1)[N:9]([CH2:16][CH2:17][CH2:18][CH2:19][CH2:20][CH3:21])[C:8](=[O:13])[C:7]2=[O:14]. (4) Given the reactants [CH2:1]([O:8][CH2:9][C:10](Cl)=[O:11])[C:2]1[CH:7]=[CH:6][CH:5]=[CH:4][CH:3]=1.[CH2:13]([NH:15][CH2:16][CH3:17])[CH3:14], predict the reaction product. The product is: [CH2:1]([O:8][CH2:9][C:10]([N:15]([CH2:16][CH3:17])[CH2:13][CH3:14])=[O:11])[C:2]1[CH:7]=[CH:6][CH:5]=[CH:4][CH:3]=1. (5) Given the reactants [Cl:1][CH2:2][C:3]([CH2:5]Cl)=O.[F:7][C:8]1[CH:9]=[C:10]([CH:14]=[CH:15][CH:16]=1)[C:11]([NH2:13])=[O:12], predict the reaction product. The product is: [Cl:1][CH2:2][C:3]1[N:13]=[C:11]([C:10]2[CH:14]=[CH:15][CH:16]=[C:8]([F:7])[CH:9]=2)[O:12][CH:5]=1. (6) Given the reactants [Cl:1][C:2]1[CH:9]=[C:8]([F:10])[CH:7]=[CH:6][C:3]=1[CH:4]=O.[NH2:11][C:12]1[CH:16]=[CH:15][NH:14][N:13]=1.O=[C:18]([CH2:25][CH2:26][CH3:27])[CH2:19][C:20]([O:22][CH2:23][CH3:24])=[O:21], predict the reaction product. The product is: [Cl:1][C:2]1[CH:9]=[C:8]([F:10])[CH:7]=[CH:6][C:3]=1[CH:4]1[C:19]([C:20]([O:22][CH2:23][CH3:24])=[O:21])=[C:18]([CH2:25][CH2:26][CH3:27])[NH:11][C:12]2=[N:13][NH:14][CH:15]=[C:16]12. (7) The product is: [C:26]([O-:28])(=[O:27])[CH3:25].[NH4+:3].[F:53][C:34]1[C:35]2[N:36]([N:39]=[C:40]([C:46]3[CH:47]=[CH:48][C:49]([F:52])=[CH:50][CH:51]=3)[C:41]=2[C:42]([NH:43][CH3:44])=[O:45])[CH:37]=[CH:38][C:33]=1[C:30]1[CH:29]=[C:25]([C:26](=[O:27])[NH:12][C:9]2([C:4]3[CH:5]=[CH:6][CH:7]=[CH:8][N:3]=3)[CH2:11][CH2:10]2)[CH:24]=[C:23]([F:22])[C:31]=1[CH3:32]. Given the reactants Cl.Cl.[N:3]1[CH:8]=[CH:7][CH:6]=[CH:5][C:4]=1[C:9]1([NH2:12])[CH2:11][CH2:10]1.C(N(C(C)C)CC)(C)C.[F:22][C:23]1[CH:24]=[C:25]([CH:29]=[C:30]([C:33]2[CH:38]=[CH:37][N:36]3[N:39]=[C:40]([C:46]4[CH:51]=[CH:50][C:49]([F:52])=[CH:48][CH:47]=4)[C:41]([C:42](=[O:45])[NH:43][CH3:44])=[C:35]3[C:34]=2[F:53])[C:31]=1[CH3:32])[C:26]([OH:28])=[O:27].CN(C(ON1N=NC2C=CC=NC1=2)=[N+](C)C)C.F[P-](F)(F)(F)(F)F, predict the reaction product. (8) Given the reactants C(OC([N:8]1[C:12]2[CH:13]=[CH:14][CH:15]=[CH:16][C:11]=2[N:10]=[C:9]1[CH2:17][N:18]([CH2:30][CH2:31][CH2:32][CH2:33][N:34]1C(=O)C2C(=CC=CC=2)C1=O)[CH:19]1[C:28]2[N:27]=[C:26]([CH3:29])[CH:25]=[CH:24][C:23]=2[CH2:22][CH2:21][CH2:20]1)=O)(C)(C)C.O.NN, predict the reaction product. The product is: [NH:8]1[C:12]2[CH:13]=[CH:14][CH:15]=[CH:16][C:11]=2[N:10]=[C:9]1[CH2:17][N:18]([CH:19]1[C:28]2[N:27]=[C:26]([CH3:29])[CH:25]=[CH:24][C:23]=2[CH2:22][CH2:21][CH2:20]1)[CH2:30][CH2:31][CH2:32][CH2:33][NH2:34].